This data is from Peptide-MHC class II binding affinity with 134,281 pairs from IEDB. The task is: Regression. Given a peptide amino acid sequence and an MHC pseudo amino acid sequence, predict their binding affinity value. This is MHC class II binding data. (1) The peptide sequence is KTLKFDALSGSQEVE. The binding affinity (normalized) is 0.334. The MHC is H-2-IAd with pseudo-sequence H-2-IAd. (2) The peptide sequence is AFILDGDNLFWKV. The MHC is DRB1_0401 with pseudo-sequence DRB1_0401. The binding affinity (normalized) is 0.742.